Dataset: Full USPTO retrosynthesis dataset with 1.9M reactions from patents (1976-2016). Task: Predict the reactants needed to synthesize the given product. (1) Given the product [C:14]([O:13][C:11]([C:8]1([C:5]2[CH:6]=[CH:7][C:2]([N:21]3[CH2:20][CH2:19][N:18]([C:24]([O:26][C:27]([CH3:30])([CH3:29])[CH3:28])=[O:25])[CH2:23][CH2:22]3)=[CH:3][CH:4]=2)[CH2:10][CH2:9]1)=[O:12])([CH3:17])([CH3:16])[CH3:15], predict the reactants needed to synthesize it. The reactants are: Br[C:2]1[CH:7]=[CH:6][C:5]([C:8]2([C:11]([O:13][C:14]([CH3:17])([CH3:16])[CH3:15])=[O:12])[CH2:10][CH2:9]2)=[CH:4][CH:3]=1.[N:18]1([C:24]([O:26][C:27]([CH3:30])([CH3:29])[CH3:28])=[O:25])[CH2:23][CH2:22][NH:21][CH2:20][CH2:19]1.CCC([O-])(C)C.[Na+].ClCCl.C1(C)C=CC=CC=1. (2) Given the product [Cl:20][C:19]1[C:18]2[C:13](=[CH:14][CH:15]=[C:16]([C:21]([O:23][CH3:24])=[O:22])[CH:17]=2)[N:12]=[C:11]([O:25][CH3:26])[C:10]=1[CH2:9][N:4]([CH2:5][CH:6]=[CH2:7])[CH2:1][CH:2]=[CH2:3], predict the reactants needed to synthesize it. The reactants are: [CH2:1]([NH:4][CH2:5][CH:6]=[CH2:7])[CH:2]=[CH2:3].Br[CH2:9][C:10]1[C:11]([O:25][CH3:26])=[N:12][C:13]2[C:18]([C:19]=1[Cl:20])=[CH:17][C:16]([C:21]([O:23][CH3:24])=[O:22])=[CH:15][CH:14]=2. (3) Given the product [S:1]1[CH:5]=[CH:4][CH:3]=[C:2]1[C:6]1[S:10][C:30]([CH:32]=[N:13][C:14]2[S:15][C:16]([N:29]=[CH:11][C:9]3[S:10][C:6]([C:2]4[S:1][CH:5]=[CH:4][CH:3]=4)=[CH:7][CH:8]=3)=[C:17]([C:24]([O:26][CH2:27][CH3:28])=[O:25])[C:18]=2[C:19]([O:21][CH2:22][CH3:23])=[O:20])=[CH:8][CH:7]=1, predict the reactants needed to synthesize it. The reactants are: [S:1]1[CH:5]=[CH:4][CH:3]=[C:2]1[C:6]1[S:10][C:9]([CH:11]=O)=[CH:8][CH:7]=1.[NH2:13][C:14]1[S:15][C:16]([NH2:29])=[C:17]([C:24]([O:26][CH2:27][CH3:28])=[O:25])[C:18]=1[C:19]([O:21][CH2:22][CH3:23])=[O:20].[C:30](O)([C:32](F)(F)F)=O. (4) The reactants are: [O-]CC.[Na+].C([C:8]1[O:16][C:15]2[C:10](=[N:11][CH:12]=[CH:13][CH:14]=2)[CH:9]=1)(O)=O. Given the product [O:16]1[C:15]2[C:10](=[N:11][CH:12]=[CH:13][CH:14]=2)[CH:9]=[CH:8]1, predict the reactants needed to synthesize it. (5) Given the product [Cl:1][C:2]1[C:3]2[C:8](=[CH:7][C:6]([C:13]#[N:14])=[CH:5][CH:4]=2)[CH:9]=[CH:10][C:11]=1[O:12][CH2:22][CH2:23][NH:24][C:25](=[O:31])[O:26][C:27]([CH3:30])([CH3:29])[CH3:28], predict the reactants needed to synthesize it. The reactants are: [Cl:1][C:2]1[C:11]([OH:12])=[CH:10][CH:9]=[C:8]2[C:3]=1[CH:4]=[CH:5][C:6]([C:13]#[N:14])=[CH:7]2.C([O-])([O-])=O.[K+].[K+].Br[CH2:22][CH2:23][NH:24][C:25](=[O:31])[O:26][C:27]([CH3:30])([CH3:29])[CH3:28].